From a dataset of Full USPTO retrosynthesis dataset with 1.9M reactions from patents (1976-2016). Predict the reactants needed to synthesize the given product. Given the product [Cl:1][C:2]1[C:7]([C:8]2[N:33]=[C:32]([C:31]([CH3:36])([CH3:35])[CH3:30])[S:34][C:9]=2[C:10]2[CH:15]=[CH:14][N:13]=[C:12]([Cl:16])[N:11]=2)=[CH:6][CH:5]=[CH:4][C:3]=1[NH:18][S:19]([C:22]1[C:27]([F:28])=[CH:26][CH:25]=[CH:24][C:23]=1[F:29])(=[O:21])=[O:20], predict the reactants needed to synthesize it. The reactants are: [Cl:1][C:2]1[C:7](/[C:8](/O)=[CH:9]\[C:10]2[CH:15]=[CH:14][N:13]=[C:12]([Cl:16])[N:11]=2)=[CH:6][CH:5]=[CH:4][C:3]=1[NH:18][S:19]([C:22]1[C:27]([F:28])=[CH:26][CH:25]=[CH:24][C:23]=1[F:29])(=[O:21])=[O:20].[CH3:30][C:31]([CH3:36])([CH3:35])[C:32](=[S:34])[NH2:33].